This data is from Catalyst prediction with 721,799 reactions and 888 catalyst types from USPTO. The task is: Predict which catalyst facilitates the given reaction. (1) Reactant: [CH3:1][C:2]([O-])(C)[CH3:3].[K+].[C:7]([O:13][CH2:14][CH3:15])(=[O:12])[CH2:8][C:9]([CH3:11])=[O:10].I[CH2:17]CC. Product: [CH2:14]([O:13][C:7](=[O:12])[CH:8]([CH:2]([CH3:3])[CH3:1])[C:9](=[O:10])[CH3:11])[CH:15]=[CH2:17]. The catalyst class is: 1. (2) Reactant: O[CH2:2][CH2:3][C:4]1[CH:18]=[CH:17][C:7]([O:8][C:9]([CH3:16])([CH3:15])[C:10]([O:12][CH2:13][CH3:14])=[O:11])=[CH:6][CH:5]=1.C1(P(C2C=CC=CC=2)C2C=CC=CC=2)C=CC=CC=1.C(Br)(Br)(Br)[Br:39]. Product: [Br:39][CH2:2][CH2:3][C:4]1[CH:18]=[CH:17][C:7]([O:8][C:9]([CH3:16])([CH3:15])[C:10]([O:12][CH2:13][CH3:14])=[O:11])=[CH:6][CH:5]=1. The catalyst class is: 4. (3) Reactant: C1[N:6](CCO)[CH2:5][CH2:4][N:3]([CH2:10]CS(O)(=O)=O)C1.[Na+].[Cl-].C(S)[C@@H](O)[C@H:20]([OH:23])[CH2:21]S.CCCCCCCCCCCC[O:38]S([O-])(=O)=O.[Na+]. Product: [CH:4]1[N:3]=[CH:10][NH:6][C:5]=1[CH2:21][C:20]([OH:23])=[O:38]. The catalyst class is: 610. (4) Reactant: [F:1][C:2]1[CH:7]=[CH:6][CH:5]=[C:4]([F:8])[C:3]=1[C:9]1[C:18]2[CH:17]=[C:16]([CH2:19][OH:20])[CH:15]=[CH:14][C:13]=2[C:12]2[N:21](COCC[Si](C)(C)C)[N:22]=[C:23]([NH:24][CH:25]3[CH2:30][CH2:29][N:28]([S:31]([CH3:34])(=[O:33])=[O:32])[CH2:27][CH2:26]3)[C:11]=2[N:10]=1.C(O)(C(F)(F)F)=O.N. Product: [F:8][C:4]1[CH:5]=[CH:6][CH:7]=[C:2]([F:1])[C:3]=1[C:9]1[C:18]2[CH:17]=[C:16]([CH2:19][OH:20])[CH:15]=[CH:14][C:13]=2[C:12]2[NH:21][N:22]=[C:23]([NH:24][CH:25]3[CH2:30][CH2:29][N:28]([S:31]([CH3:34])(=[O:32])=[O:33])[CH2:27][CH2:26]3)[C:11]=2[N:10]=1. The catalyst class is: 34.